Dataset: TCR-epitope binding with 47,182 pairs between 192 epitopes and 23,139 TCRs. Task: Binary Classification. Given a T-cell receptor sequence (or CDR3 region) and an epitope sequence, predict whether binding occurs between them. (1) The TCR CDR3 sequence is CASSQDLSGGRYEQYF. The epitope is FLASKIGRLV. Result: 0 (the TCR does not bind to the epitope). (2) Result: 0 (the TCR does not bind to the epitope). The epitope is KLPDDFTGCV. The TCR CDR3 sequence is CASSLIDVTLGNNEQFF. (3) The epitope is TEKSNIIRGW. The TCR CDR3 sequence is CSVDWSNTGELFF. Result: 1 (the TCR binds to the epitope). (4) The epitope is FLNGSCGSV. The TCR CDR3 sequence is CASSLDSAGAFWEQFF. Result: 1 (the TCR binds to the epitope). (5) The epitope is KLPDDFTGCV. The TCR CDR3 sequence is CASSPGGAIGQYF. Result: 0 (the TCR does not bind to the epitope). (6) The epitope is LPPIVAKEI. The TCR CDR3 sequence is CASSLAGVSYEQYF. Result: 0 (the TCR does not bind to the epitope). (7) The epitope is LLMPILTLT. The TCR CDR3 sequence is CATSDVTGGNEQFF. Result: 1 (the TCR binds to the epitope). (8) The epitope is KLWAQCVQL. The TCR CDR3 sequence is CASSFGEVWAGELFF. Result: 1 (the TCR binds to the epitope). (9) The epitope is IVTDFSVIK. The TCR CDR3 sequence is CAWSGRAGVSNEQFF. Result: 1 (the TCR binds to the epitope).